Task: Predict the product of the given reaction.. Dataset: Forward reaction prediction with 1.9M reactions from USPTO patents (1976-2016) (1) Given the reactants [NH2:1][C:2]1[C:7]([F:8])=[CH:6][N:5]=[C:4]([OH:9])[N:3]=1.[Cl:10][C:11]1[CH:12]=[C:13]([N:17]=[C:18]=[O:19])[CH:14]=[CH:15][CH:16]=1, predict the reaction product. The product is: [NH2:1][C:2]1[C:7]([F:8])=[CH:6][N:5]([C:18]([NH:17][C:13]2[CH:14]=[CH:15][CH:16]=[C:11]([Cl:10])[CH:12]=2)=[O:19])[C:4](=[O:9])[N:3]=1. (2) Given the reactants [NH2:1][C:2]1[C:3]([F:36])=[C:4]([C:9]([C:11]2[C:19]3[C:14](=[N:15][CH:16]=[C:17]([C:20]4[CH:21]=[N:22][CH:23]=[CH:24][CH:25]=4)[CH:18]=3)[N:13]([Si:26]([CH:33]([CH3:35])[CH3:34])([CH:30]([CH3:32])[CH3:31])[CH:27]([CH3:29])[CH3:28])[CH:12]=2)=[O:10])[C:5]([F:8])=[CH:6][CH:7]=1.[CH3:37][S:38](Cl)(=[O:40])=[O:39].[CH2:42](N(CC)CC)C.O, predict the reaction product. The product is: [F:36][C:3]1[C:4]([C:9]([C:11]2[C:19]3[C:14](=[N:15][CH:16]=[C:17]([C:20]4[CH:21]=[N:22][CH:23]=[CH:24][CH:25]=4)[CH:18]=3)[N:13]([Si:26]([CH:30]([CH3:32])[CH3:31])([CH:33]([CH3:35])[CH3:34])[CH:27]([CH3:28])[CH3:29])[CH:12]=2)=[O:10])=[C:5]([F:8])[CH:6]=[CH:7][C:2]=1[NH:1][S:38]([CH2:37][CH3:42])(=[O:40])=[O:39]. (3) Given the reactants Cl[C:2]1[CH:7]=[C:6]([C:8]2[S:12][C:11]([NH2:13])=[N:10][N:9]=2)[CH:5]=[CH:4][N:3]=1.[CH3:14][NH2:15], predict the reaction product. The product is: [NH2:13][C:11]1[S:12][C:8]([C:6]2[CH:5]=[CH:4][N:3]=[C:2]([NH:15][CH3:14])[CH:7]=2)=[N:9][N:10]=1.